From a dataset of Full USPTO retrosynthesis dataset with 1.9M reactions from patents (1976-2016). Predict the reactants needed to synthesize the given product. (1) Given the product [CH2:12]([NH:11][C:9](=[O:10])[NH:8][C:5]1[N:6]=[CH:7][C:2]([B:35]([OH:38])[OH:36])=[C:3]([C:14]2[S:15][CH:16]=[C:17]([C:19]3[CH:24]=[CH:23][CH:22]=[CH:21][CH:20]=3)[N:18]=2)[CH:4]=1)[CH3:13], predict the reactants needed to synthesize it. The reactants are: Br[C:2]1[C:3]([C:14]2[S:15][CH:16]=[C:17]([C:19]3[CH:24]=[CH:23][CH:22]=[CH:21][CH:20]=3)[N:18]=2)=[CH:4][C:5]([NH:8][C:9]([NH:11][CH2:12][CH3:13])=[O:10])=[N:6][CH:7]=1.C([Mg]Cl)(C)C.[Li+].CCC[CH2-].[B:35](OC)([O:38]C)[O:36]C.Cl. (2) Given the product [Cl:14][C:11]1[CH:12]=[CH:13][C:8]2[N:7]=[C:18]([C:20]3[CH:25]=[CH:24][CH:23]=[C:22]([C:26]4[C:27]([CH3:32])=[N:28][CH:29]=[CH:30][CH:31]=4)[CH:21]=3)[CH2:17][C:16](=[O:33])[NH:15][C:9]=2[CH:10]=1, predict the reactants needed to synthesize it. The reactants are: C(OC(=O)[NH:7][C:8]1[CH:13]=[CH:12][C:11]([Cl:14])=[CH:10][C:9]=1[NH:15][C:16](=[O:33])[CH2:17][C:18]([C:20]1[CH:25]=[CH:24][CH:23]=[C:22]([C:26]2[C:27]([CH3:32])=[N:28][CH:29]=[CH:30][CH:31]=2)[CH:21]=1)=O)(C)(C)C.C(O)(C(F)(F)F)=O.